Dataset: Forward reaction prediction with 1.9M reactions from USPTO patents (1976-2016). Task: Predict the product of the given reaction. (1) Given the reactants [NH2:1][CH:2]([CH3:9])[CH2:3][C:4]([O:6][CH2:7][CH3:8])=[O:5].[C:10]([O:14][CH2:15][CH3:16])(=[O:13])[CH:11]=[CH2:12], predict the reaction product. The product is: [CH2:15]([O:14][C:10](=[O:13])[CH2:11][CH2:12][NH:1][CH:2]([CH3:9])[CH2:3][C:4]([O:6][CH2:7][CH3:8])=[O:5])[CH3:16]. (2) Given the reactants N1(C2CCCCCCCCCC2)CCCN=CCCCCC1.[CH3:23][C@@H:24]1[CH2:46][C:45]2[C:47](=[O:48])[C:40](=[CH:41][C:42]([C:44]=2[O:49][CH3:50])=[O:43])[NH:39][C:37](=[O:38])[C:36]([CH3:51])=[CH:35][CH:34]=[CH:33][C@H:32]([O:52][CH3:53])[C@@H:31]([O:54][C:55]([NH2:57])=[O:56])[C:30]([CH3:58])=[CH:29][C@H:28]([CH3:59])[C@@H:27]([OH:60])[C@@H:26]([O:61][CH3:62])[CH2:25]1.[CH3:63][O:64][C:65](=[O:73])[C@H:66]([CH2:71][SH:72])[NH:67][C:68](=[O:70])[CH3:69], predict the reaction product. The product is: [CH3:63][O:64][C:65](=[O:73])[C@@H:66]([NH:67][C:68](=[O:70])[CH3:69])[CH2:71][S:72][C:41]1[C:42](=[O:43])[C:44]([O:49][CH3:50])=[C:45]2[C:47](=[O:48])[C:40]=1[NH:39][C:37](=[O:38])[C:36]([CH3:51])=[CH:35][CH:34]=[CH:33][C@H:32]([O:52][CH3:53])[C@@H:31]([O:54][C:55](=[O:56])[NH2:57])[C:30]([CH3:58])=[CH:29][C@H:28]([CH3:59])[C@@H:27]([OH:60])[C@@H:26]([O:61][CH3:62])[CH2:25][C@H:24]([CH3:23])[CH2:46]2. (3) Given the reactants ClCCC(Cl)=O.ClCC(Cl)=O.N1CCCC1.[CH3:17][N:18]1[CH2:23][C@H:22]2[CH2:24][C@@H:19]1[CH2:20][NH:21]2.[Br:25][C:26]1[CH:27]=[CH:28][C:29]2[O:33][C:32]([C:34]([NH2:36])=[O:35])=[C:31]([NH:37][C:38](=O)[CH2:39][N:40]3[CH2:45][C@H:44]4[CH2:46][C@@H:41]3[CH2:42][N:43]4[CH3:47])[C:30]=2[CH:49]=1.[OH-].[Na+], predict the reaction product. The product is: [CH3:17][N:18]1[CH2:23][C@H:22]2[CH2:24][C@@H:19]1[CH2:20][NH:21]2.[Br:25][C:26]1[CH:27]=[CH:28][C:29]2[O:33][C:32]3[C:34](=[O:35])[NH:36][C:38]([CH2:39][N:40]4[CH2:45][C@H:44]5[CH2:46][C@@H:41]4[CH2:42][N:43]5[CH3:47])=[N:37][C:31]=3[C:30]=2[CH:49]=1. (4) Given the reactants [C:1](N1C=CC=CC1=O)(N1C=CC=CC1=O)=[S:2].[CH3:17][C:18]1[CH:19]=[C:20]2[C:25](=[CH:26][C:27]=1[CH3:28])[CH:24]=[N:23][C:22]([NH2:29])=[CH:21]2.[CH3:30][C:31]1[C:40]([CH3:41])=[CH:39][CH:38]=[C:37]2[C:32]=1[CH:33]=[C:34]([NH2:42])[N:35]=[CH:36]2, predict the reaction product. The product is: [N:29]([C:22]1[N:23]=[CH:24][C:25]2[C:20]([CH:21]=1)=[CH:19][C:18]([CH3:17])=[C:27]([CH3:28])[CH:26]=2)=[C:1]=[S:2].[N:42]([C:34]1[N:35]=[CH:36][C:37]2[C:32]([CH:33]=1)=[C:31]([CH3:30])[C:40]([CH3:41])=[CH:39][CH:38]=2)=[C:1]=[S:2]. (5) Given the reactants [CH3:1][C:2]1[CH:10]=[CH:9][CH:8]=[C:4]([C:5]([OH:7])=O)[C:3]=1[OH:11].[CH3:12][Li].Cl, predict the reaction product. The product is: [OH:11][C:3]1[C:2]([CH3:1])=[CH:10][CH:9]=[CH:8][C:4]=1[C:5](=[O:7])[CH3:12].